This data is from Full USPTO retrosynthesis dataset with 1.9M reactions from patents (1976-2016). The task is: Predict the reactants needed to synthesize the given product. (1) Given the product [Cl:1][C:2]1[C:3]([O:12][CH3:13])=[C:4]([NH2:9])[CH:5]=[C:6]([Cl:8])[CH:7]=1, predict the reactants needed to synthesize it. The reactants are: [Cl:1][C:2]1[CH:7]=[C:6]([Cl:8])[CH:5]=[C:4]([N+:9]([O-])=O)[C:3]=1[OH:12].[CH3:13]OS(OC)(=O)=O.C(=O)([O-])[O-].[K+].[K+]. (2) Given the product [F:1][C:2]1[CH:3]=[CH:4][C:5]2[O:9][C:8]([C:10]3[C:19]([N:20]4[CH2:24][CH2:23][CH2:22][C@@H:21]4[CH2:25][O:26][CH3:27])=[N:18][C:17]4[C:12](=[CH:13][CH:14]=[C:15]([C:28]([OH:30])=[O:29])[CH:16]=4)[N:11]=3)=[CH:7][C:6]=2[CH:32]=1, predict the reactants needed to synthesize it. The reactants are: [F:1][C:2]1[CH:3]=[CH:4][C:5]2[O:9][C:8]([C:10]3[C:19]([N:20]4[CH2:24][CH2:23][CH2:22][C@@H:21]4[CH2:25][O:26][CH3:27])=[N:18][C:17]4[C:12](=[CH:13][CH:14]=[C:15]([C:28]([O:30]C)=[O:29])[CH:16]=4)[N:11]=3)=[CH:7][C:6]=2[CH:32]=1.[OH-].[Na+]. (3) Given the product [Br:11][C:12]1[CH:17]=[CH:16][C:15]([C@@H:18]([NH:20][CH2:2][C:3]([C:5]2[CH:10]=[CH:9][CH:8]=[CH:7][CH:6]=2)=[O:4])[CH3:19])=[CH:14][CH:13]=1, predict the reactants needed to synthesize it. The reactants are: Br[CH2:2][C:3]([C:5]1[CH:10]=[CH:9][CH:8]=[CH:7][CH:6]=1)=[O:4].[Br:11][C:12]1[CH:17]=[CH:16][C:15]([C@@H:18]([NH2:20])[CH3:19])=[CH:14][CH:13]=1.CCN(CC)CC. (4) Given the product [Cl:1][C:2]1[N:10]=[C:9]2[C:5]([N:6]=[C:7]([CH2:12][N:21]3[CH2:26][CH2:25][CH:24]([C:27]([OH:30])([CH3:29])[CH3:28])[CH2:23][CH2:22]3)[N:8]2[CH3:11])=[C:4]([N:14]2[CH2:19][CH2:18][O:17][CH2:16][C@@H:15]2[CH3:20])[N:3]=1, predict the reactants needed to synthesize it. The reactants are: [Cl:1][C:2]1[N:10]=[C:9]2[C:5]([N:6]=[C:7]([CH:12]=O)[N:8]2[CH3:11])=[C:4]([N:14]2[CH2:19][CH2:18][O:17][CH2:16][C@@H:15]2[CH3:20])[N:3]=1.[NH:21]1[CH2:26][CH2:25][CH:24]([C:27]([OH:30])([CH3:29])[CH3:28])[CH2:23][CH2:22]1.C(O[BH-](OC(=O)C)OC(=O)C)(=O)C.[Na+]. (5) Given the product [Br:1][C:2]1[CH:7]=[CH:6][C:5]([NH:8][C:9]2[CH:18]=[CH:17][C:16]3[C:11](=[CH:12][CH:13]=[C:14]([O:19][C:32]4[CH:37]=[CH:36][N:35]=[C:34]([C:38]([NH:40][CH3:41])=[O:39])[CH:33]=4)[CH:15]=3)[N:10]=2)=[CH:4][C:3]=1[CH3:20], predict the reactants needed to synthesize it. The reactants are: [Br:1][C:2]1[CH:7]=[CH:6][C:5]([NH:8][C:9]2[CH:18]=[CH:17][C:16]3[C:11](=[CH:12][CH:13]=[C:14]([OH:19])[CH:15]=3)[N:10]=2)=[CH:4][C:3]=1[CH3:20].C[Si]([N-][Si](C)(C)C)(C)C.[K+].Cl[C:32]1[CH:37]=[CH:36][N:35]=[C:34]([C:38]([NH:40][CH3:41])=[O:39])[CH:33]=1.C(=O)([O-])[O-].[K+].[K+]. (6) Given the product [CH3:7][O:8][C:9]1[CH:13]=[N:12][N:11]([C:14]2[CH:15]=[CH:16][C:17]([C:30]3[CH:35]=[CH:34][N:33]([CH2:36][CH2:37][C@@:38]([CH3:53])([S:49]([CH3:52])(=[O:51])=[O:50])[C:39]([NH:41][O:42][CH:43]4[CH2:48][CH2:47][CH2:46][CH2:45][O:44]4)=[O:40])[C:32](=[O:54])[CH:31]=3)=[CH:18][CH:19]=2)[N:10]=1, predict the reactants needed to synthesize it. The reactants are: C(=O)([O-])[O-].[K+].[K+].[CH3:7][O:8][C:9]1[CH:13]=[N:12][N:11]([C:14]2[CH:19]=[CH:18][C:17](B3OC(C)(C)C(C)(C)O3)=[CH:16][CH:15]=2)[N:10]=1.I[C:30]1[CH:35]=[CH:34][N:33]([CH2:36][CH2:37][C@@:38]([CH3:53])([S:49]([CH3:52])(=[O:51])=[O:50])[C:39]([NH:41][O:42][CH:43]2[CH2:48][CH2:47][CH2:46][CH2:45][O:44]2)=[O:40])[C:32](=[O:54])[CH:31]=1.O. (7) Given the product [Br:17][C:14]1[CH:15]=[CH:16][C:11]([O:9][C:3]2[CH:8]=[CH:7][CH:6]=[CH:5][CH:4]=2)=[N:12][CH:13]=1, predict the reactants needed to synthesize it. The reactants are: [H-].[Na+].[C:3]1([OH:9])[CH:8]=[CH:7][CH:6]=[CH:5][CH:4]=1.Br[C:11]1[CH:16]=[CH:15][C:14]([Br:17])=[CH:13][N:12]=1. (8) Given the product [CH3:1][S:2]([C:5]1[CH:6]=[C:7]2[C:12](=[CH:13][CH:14]=1)[NH:11][CH:10]([C:15]1[CH:16]=[C:17]([NH2:21])[CH:18]=[CH:19][CH:20]=1)[C:9]([CH3:25])([CH3:24])[CH2:8]2)(=[O:4])=[O:3], predict the reactants needed to synthesize it. The reactants are: [CH3:1][S:2]([C:5]1[CH:6]=[C:7]2[C:12](=[CH:13][CH:14]=1)[NH:11][CH:10]([C:15]1[CH:20]=[CH:19][CH:18]=[C:17]([N+:21]([O-])=O)[CH:16]=1)[C:9]([CH3:25])([CH3:24])[CH2:8]2)(=[O:4])=[O:3].